Predict the product of the given reaction. From a dataset of Forward reaction prediction with 1.9M reactions from USPTO patents (1976-2016). (1) Given the reactants [CH3:1][O:2][C:3]1[C:8]([C:9]#[N:10])=[CH:7][N:6]=[C:5]([N:11]2[CH2:14][C:13]3([CH2:19][CH2:18][NH:17][CH2:16][CH2:15]3)[CH2:12]2)[CH:4]=1.[CH3:20][C:21]1[C:29]([C@@H:30]2[CH2:32][O:31]2)=[CH:28][CH:27]=[C:26]2[C:22]=1[CH2:23][O:24][C:25]2=[O:33].CCN(C(C)C)C(C)C, predict the reaction product. The product is: [OH:31][C@H:30]([C:29]1[C:21]([CH3:20])=[C:22]2[C:26](=[CH:27][CH:28]=1)[C:25](=[O:33])[O:24][CH2:23]2)[CH2:32][N:17]1[CH2:18][CH2:19][C:13]2([CH2:14][N:11]([C:5]3[CH:4]=[C:3]([O:2][CH3:1])[C:8]([C:9]#[N:10])=[CH:7][N:6]=3)[CH2:12]2)[CH2:15][CH2:16]1. (2) Given the reactants [CH3:1][O:2][C:3]1[CH:8]=[C:7]([CH3:9])[CH:6]=[CH:5][C:4]=1[OH:10].[Br:11][CH2:12][CH2:13][CH2:14]Br.C(=O)([O-])[O-].[Cs+].[Cs+], predict the reaction product. The product is: [Br:11][CH2:12][CH2:13][CH2:14][O:10][C:4]1[CH:5]=[CH:6][C:7]([CH3:9])=[CH:8][C:3]=1[O:2][CH3:1]. (3) The product is: [CH3:21][N:2]([CH3:1])[C:3]1[C:4]2[N:5]([N:10]=[C:11]([C:13]3[N:22]=[C:23]4[CH:28]=[CH:27][C:26]([F:29])=[CH:25][N:24]4[C:15](=[O:17])[CH:14]=3)[CH:12]=2)[CH:6]=[C:7]([CH3:9])[N:8]=1. Given the reactants [CH3:1][N:2]([CH3:21])[C:3]1[C:4]2[N:5]([N:10]=[C:11]([C:13](=O)[CH2:14][C:15]([O:17]CC)=O)[CH:12]=2)[CH:6]=[C:7]([CH3:9])[N:8]=1.[NH2:22][C:23]1[CH:28]=[CH:27][C:26]([F:29])=[CH:25][N:24]=1.[Si](OCC)(OCC)(OCC)OCC, predict the reaction product. (4) Given the reactants [CH:1]1([C:4]2[CH:5]=[CH:6][C:7]([C:15]([OH:17])=O)=[N:8][C:9]=2[O:10][CH2:11][CH:12]2[CH2:14][CH2:13]2)[CH2:3][CH2:2]1.[NH2:18][C:19]([CH3:25])([CH2:23][CH3:24])[C:20]([NH2:22])=[O:21], predict the reaction product. The product is: [NH2:22][C:20](=[O:21])[C:19]([NH:18][C:15](=[O:17])[C:7]1[CH:6]=[CH:5][C:4]([CH:1]2[CH2:2][CH2:3]2)=[C:9]([O:10][CH2:11][CH:12]2[CH2:13][CH2:14]2)[N:8]=1)([CH3:25])[CH2:23][CH3:24]. (5) Given the reactants [Br:1][C:2]1[CH:7]=[CH:6][C:5](I)=[CH:4][CH:3]=1.C([Mg]Cl)(C)C.[CH:14]12[S:22][CH:18]([CH2:19][CH2:20][CH2:21]1)[CH2:17][CH:16]([CH:23]=[O:24])[CH2:15]2, predict the reaction product. The product is: [Br:1][C:2]1[CH:7]=[CH:6][C:5]([CH:23]([CH:16]2[CH2:17][CH:18]3[S:22][CH:14]([CH2:21][CH2:20][CH2:19]3)[CH2:15]2)[OH:24])=[CH:4][CH:3]=1. (6) Given the reactants Cl.[CH3:2][S:3]([C:6]1[CH:7]=[C:8]([C:12]2[CH:17]=[CH:16][CH:15]=[C:14]([CH:18]3[CH2:23][NH:22][CH2:21][CH2:20][N:19]3[C:24]3[CH:29]=[CH:28][CH:27]=[CH:26][C:25]=3[CH3:30])[CH:13]=2)[CH:9]=[CH:10][CH:11]=1)(=[O:5])=[O:4].[C:31]1([S:37](Cl)(=[O:39])=[O:38])[CH:36]=[CH:35][CH:34]=[CH:33][CH:32]=1.O.C(OCC)(=O)C, predict the reaction product. The product is: [C:31]1([S:37]([N:22]2[CH2:21][CH2:20][N:19]([C:24]3[CH:29]=[CH:28][CH:27]=[CH:26][C:25]=3[CH3:30])[CH:18]([C:14]3[CH:13]=[C:12]([C:8]4[CH:9]=[CH:10][CH:11]=[C:6]([S:3]([CH3:2])(=[O:4])=[O:5])[CH:7]=4)[CH:17]=[CH:16][CH:15]=3)[CH2:23]2)(=[O:39])=[O:38])[CH:36]=[CH:35][CH:34]=[CH:33][CH:32]=1. (7) Given the reactants Br[C:2]1[CH:3]=[C:4]([C:8]2[C:17]3[C:12](=[CH:13][C:14]([O:23][CH3:24])=[C:15]4[O:20][C:19]([CH3:22])([CH3:21])[CH2:18][C:16]4=3)[CH2:11][C:10]([CH3:26])([CH3:25])[N:9]=2)[CH:5]=[CH:6][CH:7]=1.[CH2:27]([O:29][C:30](=[O:46])[C:31]1[CH:36]=[CH:35][C:34](B2OC(C)(C)C(C)(C)O2)=[CH:33][CH:32]=1)[CH3:28].C(=O)([O-])[O-].[Na+].[Na+], predict the reaction product. The product is: [CH2:27]([O:29][C:30]([C:31]1[CH:36]=[CH:35][C:34]([C:2]2[CH:7]=[CH:6][CH:5]=[C:4]([C:8]3[C:17]4[C:12](=[CH:13][C:14]([O:23][CH3:24])=[C:15]5[O:20][C:19]([CH3:22])([CH3:21])[CH2:18][C:16]5=4)[CH2:11][C:10]([CH3:26])([CH3:25])[N:9]=3)[CH:3]=2)=[CH:33][CH:32]=1)=[O:46])[CH3:28]. (8) Given the reactants CC([O-])(C)C.[Na+].Br[C:8]1[N:12]=[CH:11][N:10]([CH2:13][C:14]2[CH:19]=[CH:18][C:17]([O:20][CH3:21])=[CH:16][CH:15]=2)[N:9]=1.[Br:22][C:23]1[C:29]([Cl:30])=[CH:28][C:26]([NH2:27])=[CH:25][C:24]=1[Cl:31], predict the reaction product. The product is: [Br:22][C:23]1[C:29]([Cl:30])=[CH:28][C:26]([NH:27][C:11]2[N:10]([CH2:13][C:14]3[CH:19]=[CH:18][C:17]([O:20][CH3:21])=[CH:16][CH:15]=3)[N:9]=[CH:8][N:12]=2)=[CH:25][C:24]=1[Cl:31].